The task is: Predict the reaction yield, written as a fraction of the theoretical maximum amount of product (1.0 means a 100% yield; for example, 0.34 means a 34% yield).. This data is from Reaction yield outcomes from USPTO patents with 853,638 reactions. (1) The reactants are [Cl-].O[NH3+:3].[C:4](=[O:7])([O-])[OH:5].[Na+].CS(C)=O.[F:13][CH2:14][C:15]([OH:54])([CH3:53])[CH2:16][O:17][C@H:18]1[CH2:23][CH2:22][C@H:21]([N:24]2[C:29](=[O:30])[C:28]([CH2:31][C:32]3[CH:37]=[CH:36][C:35]([C:38]4[C:39]([C:44]#[N:45])=[CH:40][CH:41]=[CH:42][CH:43]=4)=[CH:34][CH:33]=3)=[C:27]([CH2:46][CH2:47][CH3:48])[N:26]3[N:49]=[C:50]([CH3:52])[N:51]=[C:25]23)[CH2:20][CH2:19]1. The catalyst is O.C(OCC)(=O)C. The product is [F:13][CH2:14][C:15]([OH:54])([CH3:53])[CH2:16][O:17][C@H:18]1[CH2:23][CH2:22][C@H:21]([N:24]2[C:29](=[O:30])[C:28]([CH2:31][C:32]3[CH:37]=[CH:36][C:35]([C:38]4[CH:43]=[CH:42][CH:41]=[CH:40][C:39]=4[C:44]4[NH:3][C:4](=[O:7])[O:5][N:45]=4)=[CH:34][CH:33]=3)=[C:27]([CH2:46][CH2:47][CH3:48])[N:26]3[N:49]=[C:50]([CH3:52])[N:51]=[C:25]23)[CH2:20][CH2:19]1. The yield is 0.630. (2) The reactants are [N+:1]([C:4]1[NH:8][N:7]=[C:6]([C:9]([OH:11])=O)[CH:5]=1)([O-:3])=[O:2].C(N(CC)CC)C.OC1C2N=NNC=2C=CC=1.[Cl:29][C:30]1[CH:35]=[CH:34][C:33]([CH2:36][CH2:37][NH2:38])=[CH:32][CH:31]=1.CCN=C=NCCCN(C)C. The catalyst is O1CCCC1.O. The product is [Cl:29][C:30]1[CH:35]=[CH:34][C:33]([CH2:36][CH2:37][NH:38][C:9]([C:6]2[CH:5]=[C:4]([N+:1]([O-:3])=[O:2])[NH:8][N:7]=2)=[O:11])=[CH:32][CH:31]=1. The yield is 0.430. (3) The reactants are [Br:1][C:2]1[CH:3]=[C:4]([NH:10][C:11]2[CH:16]=[CH:15][C:14]([N:17]3[CH2:22][CH2:21][NH:20][CH2:19][CH2:18]3)=[CH:13][N:12]=2)[C:5](=[O:9])[N:6]([CH3:8])[CH:7]=1.[O:23]1[CH2:26][C:25](=O)[CH2:24]1.[BH3-]C#N.[Na+].O. The catalyst is CO.[Cl-].[Zn+2].[Cl-]. The product is [Br:1][C:2]1[CH:3]=[C:4]([NH:10][C:11]2[CH:16]=[CH:15][C:14]([N:17]3[CH2:22][CH2:21][N:20]([CH:25]4[CH2:26][O:23][CH2:24]4)[CH2:19][CH2:18]3)=[CH:13][N:12]=2)[C:5](=[O:9])[N:6]([CH3:8])[CH:7]=1. The yield is 0.610. (4) The reactants are [C:1]([N:8]1[CH2:15][CH:14]([OH:16])[CH2:13][C@H:9]1[C:10]([OH:12])=O)([O:3][C:4]([CH3:7])([CH3:6])[CH3:5])=[O:2].C(N=C=NC(C)C)(C)C.ON1C2C=CC=CC=2N=N1.[CH2:36]([CH:43]1[CH2:48][CH2:47][NH:46][CH2:45][CH2:44]1)[C:37]1[CH:42]=[CH:41][CH:40]=[CH:39][CH:38]=1. The catalyst is ClCCl. The yield is 0.800. The product is [C:4]([O:3][C:1]([N:8]1[CH2:15][C@H:14]([OH:16])[CH2:13][C@H:9]1[C:10]([N:46]1[CH2:47][CH2:48][CH:43]([CH2:36][C:37]2[CH:42]=[CH:41][CH:40]=[CH:39][CH:38]=2)[CH2:44][CH2:45]1)=[O:12])=[O:2])([CH3:5])([CH3:6])[CH3:7]. (5) The reactants are [F:1][C:2]1[CH:3]=[C:4]([CH:14]([NH:16][C:17]([C:19]2[N:20]=[C:21](Cl)[O:22][CH:23]=2)=[O:18])[CH3:15])[CH:5]=[C:6]([F:13])[C:7]=1[NH:8][S:9]([CH3:12])(=[O:11])=[O:10].[CH2:25]([N:27]([CH2:35][CH3:36])[C:28]1[CH:29]=[C:30]([OH:34])[CH:31]=[CH:32][CH:33]=1)[CH3:26]. No catalyst specified. The product is [F:1][C:2]1[CH:3]=[C:4]([CH:14]([NH:16][C:17]([C:19]2[N:20]=[C:21]([O:34][C:30]3[CH:31]=[CH:32][CH:33]=[C:28]([N:27]([CH2:35][CH3:36])[CH2:25][CH3:26])[CH:29]=3)[O:22][CH:23]=2)=[O:18])[CH3:15])[CH:5]=[C:6]([F:13])[C:7]=1[NH:8][S:9]([CH3:12])(=[O:11])=[O:10]. The yield is 0.390. (6) The reactants are Br[C:2]1[CH:7]=[CH:6][CH:5]=[C:4]([F:8])[C:3]=1[C:9]1[O:10][CH:11]=[CH:12][N:13]=1.CCN(CC)CC.C[OH:22].O1C[CH2:27][O:26][CH2:25]C1.N#N. The catalyst is CCOC(C)=O.CC([O-])=O.CC([O-])=O.[Pd+2].C1(P(C2C=CC=CC=2)[C-]2C=CC=C2)C=CC=CC=1.[C-]1(P(C2C=CC=CC=2)C2C=CC=CC=2)C=CC=C1.[Fe+2]. The product is [F:8][C:4]1[C:3]([C:9]2[O:10][CH:11]=[CH:12][N:13]=2)=[C:2]([CH:7]=[CH:6][CH:5]=1)[C:27]([O:26][CH3:25])=[O:22]. The yield is 0.830. (7) The reactants are [CH2:1]([C:3]1[C:4]([O:16]C)=[N:5][C:6]([CH3:15])=[C:7]([C:9]2[N:13]=[C:12]([CH3:14])[O:11][N:10]=2)[CH:8]=1)[CH3:2].[I-].[Na+].C(#N)C.Cl[Si](C)(C)C. The catalyst is O.CCOCC. The product is [CH2:1]([C:3]1[C:4](=[O:16])[NH:5][C:6]([CH3:15])=[C:7]([C:9]2[N:13]=[C:12]([CH3:14])[O:11][N:10]=2)[CH:8]=1)[CH3:2]. The yield is 0.580. (8) The reactants are [C:1]1([C:7]2[NH:11][N:10]=[C:9]([NH2:12])[CH:8]=2)[CH:6]=[CH:5][CH:4]=[CH:3][CH:2]=1.C([O:15][C:16](=O)[CH2:17][C:18](=O)[CH3:19])C. The catalyst is C1(C)C=CC=CC=1. The product is [CH3:19][C:18]1[NH:12][C:9]2[N:10]([N:11]=[C:7]([C:1]3[CH:2]=[CH:3][CH:4]=[CH:5][CH:6]=3)[CH:8]=2)[C:16](=[O:15])[CH:17]=1. The yield is 0.810. (9) The reactants are [NH2:1][C:2]1[CH:32]=[CH:31][CH:30]=[CH:29][C:3]=1[C:4]([N:6]1[CH2:11][CH2:10][CH:9]([N:12]([CH:26]2[CH2:28][CH2:27]2)[S:13]([C:16]2[CH:21]=[CH:20][CH:19]=[C:18]([C:22]([F:25])([F:24])[F:23])[CH:17]=2)(=[O:15])=[O:14])[CH2:8][CH2:7]1)=[O:5].N1C=CC=CC=1.Cl[CH2:40][CH2:41][O:42][C:43](Cl)=[O:44]. The catalyst is C(Cl)(Cl)Cl.CCOC(C)=O. The product is [CH:26]1([N:12]([CH:9]2[CH2:10][CH2:11][N:6]([C:4](=[O:5])[C:3]3[CH:29]=[CH:30][CH:31]=[CH:32][C:2]=3[N:1]3[CH2:40][CH2:41][O:42][C:43]3=[O:44])[CH2:7][CH2:8]2)[S:13]([C:16]2[CH:21]=[CH:20][CH:19]=[C:18]([C:22]([F:25])([F:24])[F:23])[CH:17]=2)(=[O:15])=[O:14])[CH2:28][CH2:27]1. The yield is 0.830.